This data is from Merck oncology drug combination screen with 23,052 pairs across 39 cell lines. The task is: Regression. Given two drug SMILES strings and cell line genomic features, predict the synergy score measuring deviation from expected non-interaction effect. (1) Drug 1: CCN(CC)CCNC(=O)c1c(C)[nH]c(C=C2C(=O)Nc3ccc(F)cc32)c1C. Drug 2: CC(C)CC(NC(=O)C(Cc1ccccc1)NC(=O)c1cnccn1)B(O)O. Cell line: LNCAP. Synergy scores: synergy=-11.1. (2) Drug 1: Nc1ccn(C2OC(CO)C(O)C2(F)F)c(=O)n1. Drug 2: CCN(CC)CCNC(=O)c1c(C)[nH]c(C=C2C(=O)Nc3ccc(F)cc32)c1C. Cell line: DLD1. Synergy scores: synergy=-1.47. (3) Drug 2: Cn1c(=O)n(-c2ccc(C(C)(C)C#N)cc2)c2c3cc(-c4cnc5ccccc5c4)ccc3ncc21. Drug 1: CCC1=CC2CN(C1)Cc1c([nH]c3ccccc13)C(C(=O)OC)(c1cc3c(cc1OC)N(C)C1C(O)(C(=O)OC)C(OC(C)=O)C4(CC)C=CCN5CCC31C54)C2. Cell line: SW837. Synergy scores: synergy=23.5. (4) Drug 1: NC(=O)c1cccc2cn(-c3ccc(C4CCCNC4)cc3)nc12. Drug 2: NC1(c2ccc(-c3nc4ccn5c(=O)[nH]nc5c4cc3-c3ccccc3)cc2)CCC1. Cell line: A2780. Synergy scores: synergy=29.6. (5) Drug 1: COC12C(COC(N)=O)C3=C(C(=O)C(C)=C(N)C3=O)N1CC1NC12. Drug 2: C=CCn1c(=O)c2cnc(Nc3ccc(N4CCN(C)CC4)cc3)nc2n1-c1cccc(C(C)(C)O)n1. Cell line: HT29. Synergy scores: synergy=24.1. (6) Drug 1: NC(=O)c1cccc2cn(-c3ccc(C4CCCNC4)cc3)nc12. Drug 2: CC1(c2nc3c(C(N)=O)cccc3[nH]2)CCCN1. Cell line: NCIH23. Synergy scores: synergy=-8.99. (7) Drug 1: O=C(CCCCCCC(=O)Nc1ccccc1)NO. Drug 2: C=CCn1c(=O)c2cnc(Nc3ccc(N4CCN(C)CC4)cc3)nc2n1-c1cccc(C(C)(C)O)n1. Cell line: RKO. Synergy scores: synergy=-1.74. (8) Drug 1: CN(C)C(=N)N=C(N)N. Drug 2: CNC(=O)c1cc(Oc2ccc(NC(=O)Nc3ccc(Cl)c(C(F)(F)F)c3)cc2)ccn1. Cell line: NCIH23. Synergy scores: synergy=7.39. (9) Drug 1: O=S1(=O)NC2(CN1CC(F)(F)F)C1CCC2Cc2cc(C=CCN3CCC(C(F)(F)F)CC3)ccc2C1. Drug 2: O=C(NOCC(O)CO)c1ccc(F)c(F)c1Nc1ccc(I)cc1F. Cell line: NCIH23. Synergy scores: synergy=3.80. (10) Drug 1: CCN(CC)CCNC(=O)c1c(C)[nH]c(C=C2C(=O)Nc3ccc(F)cc32)c1C. Drug 2: CCc1cnn2c(NCc3ccc[n+]([O-])c3)cc(N3CCCCC3CCO)nc12. Cell line: SKMEL30. Synergy scores: synergy=1.78.